Task: Predict the product of the given reaction.. Dataset: Forward reaction prediction with 1.9M reactions from USPTO patents (1976-2016) (1) The product is: [Br:22][C:23]1[CH:24]=[CH:25][C:26]([F:29])=[C:27]([C:9]2[CH:10]=[CH:11][C:6]([S:3]([CH2:1][CH3:2])(=[O:4])=[O:5])=[CH:7][C:8]=2[F:21])[CH:28]=1. Given the reactants [CH2:1]([S:3]([C:6]1[CH:11]=[CH:10][C:9](B2OC(C)(C)C(C)(C)O2)=[C:8]([F:21])[CH:7]=1)(=[O:5])=[O:4])[CH3:2].[Br:22][C:23]1[CH:28]=[CH:27][C:26]([F:29])=[C:25](I)[CH:24]=1.C([O-])([O-])=O.[Na+].[Na+], predict the reaction product. (2) The product is: [CH3:31][C:27]1[CH:26]=[C:25](/[CH:2]=[CH:1]/[C:3]2[C:11]3[C:6](=[CH:7][C:8]([C@H:12]4[C@@:14]5([C:22]6[C:17](=[CH:18][CH:19]=[CH:20][CH:21]=6)[NH:16][C:15]5=[O:23])[CH2:13]4)=[CH:9][CH:10]=3)[NH:5][N:4]=2)[CH:30]=[CH:29][N:28]=1. Given the reactants [CH:1]([C:3]1[C:11]2[C:6](=[CH:7][C:8]([C@H:12]3[C@@:14]4([C:22]5[C:17](=[CH:18][CH:19]=[CH:20][CH:21]=5)[NH:16][C:15]4=[O:23])[CH2:13]3)=[CH:9][CH:10]=2)[NH:5][N:4]=1)=[CH2:2].Br[C:25]1[CH:30]=[CH:29][N:28]=[C:27]([CH3:31])[CH:26]=1.CCN(C(C)C)C(C)C.CC1C=CC=CC=1P(C1C=CC=CC=1C)C1C=CC=CC=1C, predict the reaction product. (3) Given the reactants [C:1]([C:5]1[CH:6]=[C:7]2[C:12](=[C:13]([F:15])[CH:14]=1)[C:11](=[O:16])[N:10]([C:17]1[N:24]=[CH:23][CH:22]=[C:21]([C:25]3[CH:30]=[C:29]([NH:31][C:32]4[CH:37]=[CH:36][C:35]([CH:38]5[CH2:43][CH2:42][N:41]([CH3:44])[CH2:40][CH2:39]5)=[CH:34][N:33]=4)[C:28](=[O:45])[N:27]([CH3:46])[N:26]=3)[C:18]=1[CH:19]=[O:20])[N:9]=[CH:8]2)([CH3:4])([CH3:3])[CH3:2].C(Cl)Cl.CO.[BH4-].[Na+], predict the reaction product. The product is: [C:1]([C:5]1[CH:6]=[C:7]2[C:12](=[C:13]([F:15])[CH:14]=1)[C:11](=[O:16])[N:10]([C:17]1[C:18]([CH2:19][OH:20])=[C:21]([C:25]3[CH:30]=[C:29]([NH:31][C:32]4[N:33]=[CH:34][C:35]([CH:38]5[CH2:39][CH2:40][N:41]([CH3:44])[CH2:42][CH2:43]5)=[CH:36][CH:37]=4)[C:28](=[O:45])[N:27]([CH3:46])[N:26]=3)[CH:22]=[CH:23][N:24]=1)[N:9]=[CH:8]2)([CH3:4])([CH3:2])[CH3:3]. (4) Given the reactants [CH3:1][S:2][C:3]1[NH:8][C:7](=[O:9])[CH:6]=[CH:5][N:4]=1.C1C(=O)N([I:17])C(=O)C1, predict the reaction product. The product is: [I:17][C:6]1[C:7](=[O:9])[NH:8][C:3]([S:2][CH3:1])=[N:4][CH:5]=1. (5) Given the reactants Cl.[C:2]([C:4]1[CH:9]=[CH:8][C:7]([NH:10][NH2:11])=[CH:6][CH:5]=1)#[N:3].[C:12]([O-])(=[O:14])[CH3:13].[Na+], predict the reaction product. The product is: [C:2]([C:4]1[CH:9]=[CH:8][C:7]([NH:10][NH:11][C:12](=[O:14])[CH3:13])=[CH:6][CH:5]=1)#[N:3]. (6) Given the reactants CI.[C:3]([O-])([O-])=O.[K+].[K+].[OH:9][C:10]1[CH:11]=[C:12]([CH:17]=[C:18]([OH:20])[CH:19]=1)[C:13]([O:15][CH3:16])=[O:14], predict the reaction product. The product is: [CH3:16][O:15][C:13](=[O:14])[C:12]1[CH:11]=[C:10]([O:9][CH3:3])[CH:19]=[C:18]([OH:20])[CH:17]=1. (7) The product is: [F:28][C:29]1[C:30]2[O:39][CH2:40][CH:41]=[CH:42][C:31]=2[C:32]([C:33]([OH:35])=[O:34])=[CH:37][CH:38]=1. Given the reactants FC1C=CC(C(O)=O)=CC=1O.FC1C=CC(C(OC)=O)=CC=1O.C(Br)C#C.[F:28][C:29]1[CH:38]=[CH:37][C:32]([C:33]([O:35]C)=[O:34])=[CH:31][C:30]=1[O:39][CH2:40][C:41]#[CH:42].C(N(CC)C1C=CC=CC=1)C.FC1C2OCC=CC=2C(C(OC)=O)=CC=1, predict the reaction product.